Dataset: Peptide-MHC class I binding affinity with 185,985 pairs from IEDB/IMGT. Task: Regression. Given a peptide amino acid sequence and an MHC pseudo amino acid sequence, predict their binding affinity value. This is MHC class I binding data. (1) The peptide sequence is LVSTQEFRY. The MHC is HLA-A01:01 with pseudo-sequence HLA-A01:01. The binding affinity (normalized) is 0.683. (2) The peptide sequence is SKGETVNPL. The MHC is HLA-A02:01 with pseudo-sequence HLA-A02:01. The binding affinity (normalized) is 0.0847.